Predict the reactants needed to synthesize the given product. From a dataset of Full USPTO retrosynthesis dataset with 1.9M reactions from patents (1976-2016). (1) Given the product [Cl:1][C:2]1[CH:3]=[CH:4][C:5]([OH:11])=[C:6]([CH:10]=1)[C:7]([NH:12][C:13]1[S:14][CH:15]=[C:16]([C:18]2[C:19]([F:28])=[C:20]([F:27])[C:21]([F:26])=[C:22]([F:25])[C:23]=2[F:24])[N:17]=1)=[O:9], predict the reactants needed to synthesize it. The reactants are: [Cl:1][C:2]1[CH:10]=[C:6]([C:7]([OH:9])=O)[C:5]([OH:11])=[CH:4][CH:3]=1.[NH2:12][C:13]1[S:14][CH:15]=[C:16]([C:18]2[C:23]([F:24])=[C:22]([F:25])[C:21]([F:26])=[C:20]([F:27])[C:19]=2[F:28])[N:17]=1. (2) The reactants are: ClC1C=CC(OC2C=CC(NC(=O)[NH:15][C@@H:16]([CH2:29][C:30]3[CH:35]=[CH:34][CH:33]=[CH:32][CH:31]=3)[C:17]([NH:19][CH2:20][CH2:21][N:22]([CH:26]([CH3:28])[CH3:27])[CH:23]([CH3:25])[CH3:24])=[O:18])=CC=2)=CC=1.Cl.O1CCOCC1.[F:46][C:47]1[CH:62]=[CH:61][C:50]([O:51][C:52]2[CH:57]=[CH:56][C:55]([N:58]=[C:59]=[S:60])=[CH:54][CH:53]=2)=[CH:49][CH:48]=1. Given the product [CH:26]([N:22]([CH:23]([CH3:25])[CH3:24])[CH2:21][CH2:20][NH:19][C:17](=[O:18])[C@@H:16]([NH:15][C:59]([NH:58][C:55]1[CH:54]=[CH:53][C:52]([O:51][C:50]2[CH:61]=[CH:62][C:47]([F:46])=[CH:48][CH:49]=2)=[CH:57][CH:56]=1)=[S:60])[CH2:29][C:30]1[CH:35]=[CH:34][CH:33]=[CH:32][CH:31]=1)([CH3:27])[CH3:28], predict the reactants needed to synthesize it. (3) Given the product [CH3:18][C:15]1([CH3:19])[CH2:16][CH2:17][N:13]([CH2:12][C:10]2[CH:9]=[CH:8][C:6]3[N:7]=[C:2]([C:37]4[C:38]([F:42])=[CH:39][CH:40]=[C:41]5[C:36]=4[CH:35]=[CH:34][NH:33]5)[N:3]=[C:4]([N:20]4[CH2:25][CH2:24][O:23][CH2:22][CH2:21]4)[C:5]=3[N:11]=2)[CH2:14]1, predict the reactants needed to synthesize it. The reactants are: Cl[C:2]1[N:3]=[C:4]([N:20]2[CH2:25][CH2:24][O:23][CH2:22][CH2:21]2)[C:5]2[N:11]=[C:10]([CH2:12][N:13]3[CH2:17][CH2:16][C:15]([CH3:19])([CH3:18])[CH2:14]3)[CH:9]=[CH:8][C:6]=2[N:7]=1.[Si]([N:33]1[C:41]2[C:36](=[C:37](B3OC(C)(C)C(C)(C)O3)[C:38]([F:42])=[CH:39][CH:40]=2)[CH:35]=[CH:34]1)(C(C)(C)C)(C)C. (4) Given the product [O:43]1[C:42]2[CH:46]=[CH:47][C:39]([C:17]3[CH2:18][C:19]([C:26]4[C:27](=[O:38])[N:28]([CH3:37])[C:29]([CH3:36])=[CH:30][C:31]=4[C:32]([F:33])([F:34])[F:35])([C:21]4[CH:25]=[CH:24][S:23][CH:22]=4)[CH:20]=[C:15]([O:14][CH2:13][CH2:12][CH2:11][CH2:10][CH2:9][CH2:8][CH:6]([CH3:7])[CH:5]([O:48][C:49]4[CH:54]=[CH:53][CH:52]=[CH:51][C:50]=4[CH2:55][CH2:56][C:57]([OH:59])=[O:58])[C:4]([OH:62])=[O:3])[CH:16]=3)=[CH:40][C:41]=2[O:45][CH2:44]1, predict the reactants needed to synthesize it. The reactants are: C([O:3][C:4](=[O:62])[CH:5]([O:48][C:49]1[CH:54]=[CH:53][CH:52]=[CH:51][C:50]=1[CH2:55][CH2:56][C:57]([O:59]CC)=[O:58])[CH:6]([CH2:8][CH2:9][CH2:10][CH2:11][CH2:12][CH2:13][O:14][C:15]1[CH:16]=[C:17]([C:39]2[CH:47]=[CH:46][C:42]3[O:43][CH2:44][O:45][C:41]=3[CH:40]=2)[CH2:18][C:19]([C:26]2[C:27](=[O:38])[N:28]([CH3:37])[C:29]([CH3:36])=[CH:30][C:31]=2[C:32]([F:35])([F:34])[F:33])([C:21]2[CH:25]=[CH:24][S:23][CH:22]=2)[CH:20]=1)[CH3:7])C.[OH-].[Na+]. (5) Given the product [CH2:4]([C:2]1[CH:20]=[CH:19][CH:18]=[C:17]([Cl:21])[C:3]=1[CH2:4][CH:5]1[CH2:9][CH2:8][N:7]([CH:10]2[CH2:15][CH2:14][CH2:13][CH2:12][CH2:11]2)[C:6]1=[O:16])[C:3]1[CH:17]=[CH:18][CH:19]=[CH:20][CH:2]=1, predict the reactants needed to synthesize it. The reactants are: Br[C:2]1[CH:20]=[CH:19][CH:18]=[C:17]([Cl:21])[C:3]=1[CH2:4][CH:5]1[CH2:9][CH2:8][N:7]([CH:10]2[CH2:15][CH2:14][CH2:13][CH2:12][CH2:11]2)[C:6]1=[O:16].C([O-])([O-])=O.[Cs+].[Cs+].C(=O)(O)[O-]. (6) The reactants are: [N+:1]([C:4]1[CH:5]=[C:6]([C:10]2[O:14][CH:13]=[N:12][CH:11]=2)[CH:7]=[CH:8][CH:9]=1)([O-])=O.[OH-].[Na+]. Given the product [O:14]1[C:10]([C:6]2[CH:5]=[C:4]([NH2:1])[CH:9]=[CH:8][CH:7]=2)=[CH:11][N:12]=[CH:13]1.[NH2:1][C:4]1[CH:5]=[CH:6][CH:7]=[CH:8][CH:9]=1, predict the reactants needed to synthesize it. (7) Given the product [CH:33]1([N:15]([C:16]2[CH:21]=[CH:20][CH:19]=[C:18]([S:22](=[O:24])(=[O:25])[NH2:23])[CH:17]=2)[C:13](=[O:14])[N:12]([CH3:62])[C:10]2[S:11][C:7]([S:6][CH2:5][C:4]([OH:3])=[O:32])=[CH:8][N:9]=2)[CH2:37][CH2:36][CH2:35][CH2:34]1, predict the reactants needed to synthesize it. The reactants are: C([O:3][C:4](=[O:32])[CH2:5][S:6][C:7]1[S:11][C:10]([NH:12][C:13]([N:15](CC2CCCC2)[C:16]2[CH:21]=[CH:20][CH:19]=[C:18]([S:22](=[O:25])(=[O:24])[NH2:23])[CH:17]=2)=[O:14])=[N:9][CH:8]=1)C.[CH:33]1(CN(C2C=CC(S(C)(=O)=O)=CC=2)C(=O)NC2SC=C(CC(O)=O)N=2)[CH2:37][CH2:36][CH2:35][CH2:34]1.[CH:62]1(CNC2C=CC=C(S(=O)(=O)N)C=2)CCCC1.C(OC(=O)CSC1SC(N)=NC=1)C. (8) Given the product [C:1]([N:10]1[C:11]2[CH:16]=[CH:15][CH:14]=[CH:13][C:12]=2[O:8][C:9]1=[O:17])(=[O:3])[CH3:2], predict the reactants needed to synthesize it. The reactants are: [C:1](OC(=O)C)(=[O:3])[CH3:2].[O:8]1[C:12]2[CH:13]=[CH:14][CH:15]=[CH:16][C:11]=2[NH:10][C:9]1=[O:17].C(=O)([O-])[O-].[K+].[K+].O.